From a dataset of Reaction yield outcomes from USPTO patents with 853,638 reactions. Predict the reaction yield, written as a fraction of the theoretical maximum amount of product (1.0 means a 100% yield; for example, 0.34 means a 34% yield). The catalyst is C1COCC1. The product is [OH:23][CH:19]([C:16]1[CH:17]=[CH:18][C:13]([O:12][CH2:11][C:10]2[CH:29]=[CH:30][C:7]([O:6][CH2:5]/[C:4](=[N:3]\[O:2][CH3:1])/[C:31]3[CH:32]=[CH:33][CH:34]=[CH:35][CH:36]=3)=[CH:8][CH:9]=2)=[CH:14][CH:15]=1)[CH:20]([S:50][C:44]1[CH:49]=[CH:48][CH:47]=[CH:46][CH:45]=1)[C:25]([O:27][CH2:28][CH3:37])=[O:26]. The yield is 0.610. The reactants are [CH3:1][O:2]/[N:3]=[C:4](/[C:31]1[CH:36]=[CH:35][CH:34]=[CH:33][CH:32]=1)\[CH2:5][O:6][C:7]1[CH:30]=[CH:29][C:10]([CH2:11][O:12][C:13]2[CH:18]=[CH:17][C:16]([CH:19]3[O:23]C(=O)O[CH:20]3[C:25]([O:27][CH3:28])=[O:26])=[CH:15][CH:14]=2)=[CH:9][CH:8]=1.[CH2:37](N(CC)CC)C.[C:44]1([SH:50])[CH:49]=[CH:48][CH:47]=[CH:46][CH:45]=1.